This data is from Peptide-MHC class I binding affinity with 185,985 pairs from IEDB/IMGT. The task is: Regression. Given a peptide amino acid sequence and an MHC pseudo amino acid sequence, predict their binding affinity value. This is MHC class I binding data. (1) The peptide sequence is HKIPDPQGM. The MHC is HLA-A23:01 with pseudo-sequence HLA-A23:01. The binding affinity (normalized) is 0.0847. (2) The peptide sequence is VTPNYADIL. The MHC is Mamu-A2601 with pseudo-sequence Mamu-A2601. The binding affinity (normalized) is 0.296.